Dataset: Retrosynthesis with 50K atom-mapped reactions and 10 reaction types from USPTO. Task: Predict the reactants needed to synthesize the given product. Given the product C[C@H](CO)Nc1nc(SCc2cccc(F)c2F)nc(N)c1N, predict the reactants needed to synthesize it. The reactants are: C[C@H](CO)Nc1nc(SCc2cccc(F)c2F)nc(N)c1N=O.